This data is from Forward reaction prediction with 1.9M reactions from USPTO patents (1976-2016). The task is: Predict the product of the given reaction. (1) The product is: [CH3:20][N:8]([CH:4]1[CH2:5][CH2:6][CH2:7][C:2](=[O:1])[CH2:3]1)[C:9]([C:11]1[CH:19]=[CH:18][C:14]2=[N:15][O:16][N:17]=[C:13]2[CH:12]=1)=[O:10]. Given the reactants [OH:1][CH:2]1[CH2:7][CH2:6][CH2:5][CH:4]([N:8]([CH3:20])[C:9]([C:11]2[CH:19]=[CH:18][C:14]3=[N:15][O:16][N:17]=[C:13]3[CH:12]=2)=[O:10])[CH2:3]1.C1C=C[NH+]=CC=1.[O-][Cr](Cl)(=O)=O, predict the reaction product. (2) Given the reactants [Cl:1][C:2]1[CH:3]=[C:4]([CH:32]=[C:33]([Cl:35])[CH:34]=1)[CH2:5][NH:6][C:7]1[CH:8]=[C:9]([N:19]2[CH2:24][CH2:23][N:22](C(OC(C)(C)C)=O)[CH2:21][CH2:20]2)[CH:10]=[CH:11][C:12]=1[C:13](=[O:18])[C:14]([F:17])([F:16])[F:15].FC(F)(F)C(O)=O, predict the reaction product. The product is: [ClH:1].[Cl:1][C:2]1[CH:3]=[C:4]([CH:32]=[C:33]([Cl:35])[CH:34]=1)[CH2:5][NH:6][C:7]1[CH:8]=[C:9]([N:19]2[CH2:24][CH2:23][NH:22][CH2:21][CH2:20]2)[CH:10]=[CH:11][C:12]=1[C:13](=[O:18])[C:14]([F:16])([F:17])[F:15]. (3) Given the reactants Br[C:2]1[CH:7]=[CH:6][C:5]([S:8]([N:11]2[CH2:25][CH2:24][C:14]3([O:19][CH2:18][C:17](=[O:20])[N:16]([CH:21]4[CH2:23][CH2:22]4)[CH2:15]3)[CH2:13][CH2:12]2)(=[O:10])=[O:9])=[CH:4][CH:3]=1.[NH:26]1[C:34]2[C:29](=[CH:30][CH:31]=[C:32](B(O)O)[CH:33]=2)[CH:28]=[CH:27]1.C([O-])([O-])=O.[K+].[K+], predict the reaction product. The product is: [CH:21]1([N:16]2[CH2:15][C:14]3([CH2:24][CH2:25][N:11]([S:8]([C:5]4[CH:6]=[CH:7][C:2]([C:32]5[CH:33]=[C:34]6[C:29]([CH:28]=[CH:27][NH:26]6)=[CH:30][CH:31]=5)=[CH:3][CH:4]=4)(=[O:10])=[O:9])[CH2:12][CH2:13]3)[O:19][CH2:18][C:17]2=[O:20])[CH2:23][CH2:22]1. (4) Given the reactants Br[C:2]1[CH:7]=[CH:6][CH:5]=[CH:4][N:3]=1.[N+:8]([C:11]1[CH:16]=[CH:15][CH:14]=[CH:13][C:12]=1B(O)O)([O-:10])=[O:9].C(=O)([O-])[O-].[K+].[K+].S([O-])(O)(=O)=O.[Na+], predict the reaction product. The product is: [N+:8]([C:11]1[CH:16]=[CH:15][CH:14]=[CH:13][C:12]=1[C:2]1[CH:7]=[CH:6][CH:5]=[CH:4][N:3]=1)([O-:10])=[O:9]. (5) Given the reactants [C:1]([O:5][C:6](=[O:25])[NH:7][C:8](=[O:24])[NH:9][CH2:10][CH2:11][O:12][N:13]1C(=O)C2C(=CC=CC=2)C1=O)([CH3:4])([CH3:3])[CH3:2].C(Cl)Cl.O.NN, predict the reaction product. The product is: [NH2:13][O:12][CH2:11][CH2:10][NH:9][C:8]([NH:7][C:6](=[O:25])[O:5][C:1]([CH3:3])([CH3:2])[CH3:4])=[O:24].